From a dataset of Forward reaction prediction with 1.9M reactions from USPTO patents (1976-2016). Predict the product of the given reaction. The product is: [C:20]1([CH:19]([C:26]2[CH:31]=[CH:30][CH:29]=[CH:28][CH:27]=2)[N:17]2[CH2:18][CH:15]([O:7][C:1]3[CH:6]=[CH:5][CH:4]=[CH:3][CH:2]=3)[CH2:16]2)[CH:21]=[CH:22][CH:23]=[CH:24][CH:25]=1. Given the reactants [C:1]1([OH:7])[CH:6]=[CH:5][CH:4]=[CH:3][CH:2]=1.[H-].[Na+].CS(O[CH:15]1[CH2:18][N:17]([CH:19]([C:26]2[CH:31]=[CH:30][CH:29]=[CH:28][CH:27]=2)[C:20]2[CH:25]=[CH:24][CH:23]=[CH:22][CH:21]=2)[CH2:16]1)(=O)=O, predict the reaction product.